Dataset: Full USPTO retrosynthesis dataset with 1.9M reactions from patents (1976-2016). Task: Predict the reactants needed to synthesize the given product. Given the product [F:1][C:2]1[CH:7]=[CH:6][C:5]([CH3:8])=[CH:4][C:3]=1[O:9][CH2:11][CH2:12][CH2:13][C:14]([OH:16])=[O:15], predict the reactants needed to synthesize it. The reactants are: [F:1][C:2]1[CH:7]=[CH:6][C:5]([CH3:8])=[CH:4][C:3]=1[OH:9].Br[CH2:11][CH2:12][CH2:13][C:14]([O:16]CC)=[O:15].C(=O)([O-])[O-].[K+].[K+].[OH-].[Na+].Cl.